Dataset: Reaction yield outcomes from USPTO patents with 853,638 reactions. Task: Predict the reaction yield, written as a fraction of the theoretical maximum amount of product (1.0 means a 100% yield; for example, 0.34 means a 34% yield). The reactants are C([O:5][CH2:6][CH2:7][O:8][C:9]1[CH:10]=[C:11]([NH:17][CH:18]([C:30]2[CH:35]=[CH:34][C:33]([CH3:36])=[CH:32][CH:31]=2)[C:19]([C:21]2[C:29]3[C:24](=[CH:25][CH:26]=[CH:27][CH:28]=3)[NH:23][CH:22]=2)=[O:20])[CH:12]=[C:13]([O:15][CH3:16])[CH:14]=1)(C)(C)C.O1CCOCC1.C(=O)(O)[O-].[Na+]. The catalyst is Cl. The product is [OH:5][CH2:6][CH2:7][O:8][C:9]1[CH:10]=[C:11]([NH:17][CH:18]([C:30]2[CH:31]=[CH:32][C:33]([CH3:36])=[CH:34][CH:35]=2)[C:19]([C:21]2[C:29]3[C:24](=[CH:25][CH:26]=[CH:27][CH:28]=3)[NH:23][CH:22]=2)=[O:20])[CH:12]=[C:13]([O:15][CH3:16])[CH:14]=1. The yield is 0.580.